From a dataset of Full USPTO retrosynthesis dataset with 1.9M reactions from patents (1976-2016). Predict the reactants needed to synthesize the given product. (1) Given the product [Cl-:28].[C:1]([NH:20][CH2:21][CH2:22][CH2:23][N+:24]([CH3:27])([CH3:26])[CH3:25])(=[O:19])[CH2:2][CH2:3][CH2:4][CH2:5][CH2:6][CH2:7][CH2:8]/[CH:9]=[CH:10]\[CH2:11][CH2:12][CH2:13][CH2:14][CH2:15][CH2:16][CH2:17][CH3:18], predict the reactants needed to synthesize it. The reactants are: [C:1]([NH:20][CH2:21][CH2:22][CH2:23][N:24]([CH3:26])[CH3:25])(=[O:19])[CH2:2][CH2:3][CH2:4][CH2:5][CH2:6][CH2:7][CH2:8]/[CH:9]=[CH:10]\[CH2:11][CH2:12][CH2:13][CH2:14][CH2:15][CH2:16][CH2:17][CH3:18].[CH3:27][Cl:28]. (2) Given the product [F:1][C:2]1[CH:10]=[CH:9][C:8]([N+:11]([O-:13])=[O:12])=[CH:7][C:3]=1[C:4]([O:6][CH2:19][CH3:20])=[O:5], predict the reactants needed to synthesize it. The reactants are: [F:1][C:2]1[CH:10]=[CH:9][C:8]([N+:11]([O-:13])=[O:12])=[CH:7][C:3]=1[C:4]([OH:6])=[O:5].S(=O)(=O)(O)O.[CH2:19](O)[CH3:20].